Task: Predict the reaction yield, written as a fraction of the theoretical maximum amount of product (1.0 means a 100% yield; for example, 0.34 means a 34% yield).. Dataset: Reaction yield outcomes from USPTO patents with 853,638 reactions The reactants are [Cl:1][C:2]1[CH:7]=[CH:6][CH:5]=[CH:4][C:3]=1[C:8]1[C:13]([Cl:14])=[CH:12][C:11]([O:15]C)=[C:10]([C:17]([N:19]2[CH2:24][CH2:23][N:22]([C:25](=[O:28])[CH:26]=[CH2:27])[CH2:21][CH2:20]2)=[O:18])[CH:9]=1.B(Br)(Br)Br.C([O-])(O)=O.[Na+]. The catalyst is C(Cl)Cl. The yield is 0.0500. The product is [Cl:1][C:2]1[CH:7]=[CH:6][CH:5]=[CH:4][C:3]=1[C:8]1[C:13]([Cl:14])=[CH:12][C:11]([OH:15])=[C:10]([C:17]([N:19]2[CH2:24][CH2:23][N:22]([C:25](=[O:28])[CH:26]=[CH2:27])[CH2:21][CH2:20]2)=[O:18])[CH:9]=1.